The task is: Predict the reaction yield, written as a fraction of the theoretical maximum amount of product (1.0 means a 100% yield; for example, 0.34 means a 34% yield).. This data is from Reaction yield outcomes from USPTO patents with 853,638 reactions. (1) The reactants are N.[Na].C([N:10]1[CH:14]=[C:13]([CH2:15][N:16]2[CH2:20][CH:19]([C:21]3[CH:26]=[C:25](F)[CH:24]=[C:23](F)[C:22]=3F)[CH2:18][C:17]2=[O:30])[CH:12]=[N:11]1)C1C=CC=CC=1.[NH4+].[Cl-]. The catalyst is C1COCC1.O. The product is [C:21]1([CH:19]2[CH2:20][N:16]([CH2:15][C:13]3[CH:12]=[N:11][NH:10][CH:14]=3)[C:17](=[O:30])[CH2:18]2)[CH:22]=[CH:23][CH:24]=[CH:25][CH:26]=1. The yield is 0.120. (2) The reactants are [C:1]1([S:7](Cl)(=[O:9])=[O:8])[CH:6]=[CH:5][CH:4]=[CH:3][CH:2]=1.[NH:11]1[C:19]2[C:14](=[CH:15][CH:16]=[CH:17][CH:18]=2)[CH2:13][CH2:12]1.CCN(CC)CC. The catalyst is CN(C1C=CN=CC=1)C. The product is [C:1]1([S:7]([N:11]2[C:19]3[C:14](=[CH:15][CH:16]=[CH:17][CH:18]=3)[CH2:13][CH2:12]2)(=[O:9])=[O:8])[CH:6]=[CH:5][CH:4]=[CH:3][CH:2]=1. The yield is 0.960. (3) The reactants are [CH3:1][C@@H:2]1[NH:7][CH2:6][CH2:5][N:4]([C:8]([O:10][C:11]([CH3:14])([CH3:13])[CH3:12])=[O:9])[CH2:3]1.[Br:15][C:16]1[CH:21]=[N:20][C:19](Br)=[CH:18][N:17]=1. No catalyst specified. The product is [Br:15][C:16]1[N:17]=[CH:18][C:19]([N:7]2[CH2:6][CH2:5][N:4]([C:8]([O:10][C:11]([CH3:13])([CH3:12])[CH3:14])=[O:9])[CH2:3][C@@H:2]2[CH3:1])=[N:20][CH:21]=1. The yield is 0.190. (4) The yield is 0.240. The product is [Cl:1][C:2]1[C:7]([OH:8])=[C:6]([N+:9]([O-:11])=[O:10])[CH:5]=[CH:4][N:3]=1. The catalyst is S(=O)(=O)(O)O.O. The reactants are [Cl:1][C:2]1[C:7]([OH:8])=[CH:6][CH:5]=[CH:4][N:3]=1.[N+:9]([O-])([OH:11])=[O:10]. (5) The reactants are [CH:1]([N:4]1[C:10](=[O:11])[CH2:9][CH2:8][CH2:7][C:6]2[CH:12]=[C:13]([N+:16]([O-])=O)[CH:14]=[CH:15][C:5]1=2)([CH3:3])[CH3:2].Cl[C:20]1[N:25]=[C:24]([NH:26][C:27]2[CH:32]=[CH:31][C:30]([N:33]3[CH2:38][CH2:37][N:36]([CH3:39])[CH2:35][CH2:34]3)=[CH:29][C:28]=2[O:40][CH3:41])[C:23]([Cl:42])=[CH:22][N:21]=1. No catalyst specified. The product is [Cl:42][C:23]1[C:24]([NH:26][C:27]2[CH:32]=[CH:31][C:30]([N:33]3[CH2:38][CH2:37][N:36]([CH3:39])[CH2:35][CH2:34]3)=[CH:29][C:28]=2[O:40][CH3:41])=[N:25][C:20]([NH:16][C:13]2[CH:14]=[CH:15][C:5]3[N:4]([CH:1]([CH3:3])[CH3:2])[C:10](=[O:11])[CH2:9][CH2:8][CH2:7][C:6]=3[CH:12]=2)=[N:21][CH:22]=1. The yield is 0.420. (6) The reactants are [C:1]1([CH:7]=[C:8]([CH3:11])[CH2:9]O)[CH:6]=[CH:5][CH:4]=[CH:3][CH:2]=1.[C:12](OC)([O:16][CH3:17])([O:14]C)[CH3:13].C(O)(=O)CC. The product is [CH3:11][C:8](=[CH2:9])[CH:7]([C:1]1[CH:6]=[CH:5][CH:4]=[CH:3][CH:2]=1)[CH2:13][C:12]([O:16][CH3:17])=[O:14]. No catalyst specified. The yield is 0.780. (7) The reactants are C[O:2][C:3](=[O:30])[CH2:4][O:5][C:6]1[CH:11]=[CH:10][C:9]([F:12])=[C:8]([CH2:13][C:14]2[C:22]3[C:17](=[N:18][CH:19]=[C:20]([C:23]4[CH:24]=[N:25][CH:26]=[CH:27][CH:28]=4)[CH:21]=3)[NH:16][CH:15]=2)[C:7]=1[F:29].[OH-].[K+].O.Cl. The catalyst is O1CCCC1. The product is [F:29][C:7]1[C:8]([CH2:13][C:14]2[C:22]3[C:17](=[N:18][CH:19]=[C:20]([C:23]4[CH:24]=[N:25][CH:26]=[CH:27][CH:28]=4)[CH:21]=3)[NH:16][CH:15]=2)=[C:9]([F:12])[CH:10]=[CH:11][C:6]=1[O:5][CH2:4][C:3]([OH:30])=[O:2]. The yield is 0.470. (8) The reactants are [NH2:1][CH2:2][C:3]1[CH:4]=[C:5]2[C:10](=[CH:11][C:12]=1[C:13]([F:16])([F:15])[F:14])[NH:9][C:8](=[O:17])[N:7]([NH:18][S:19]([CH3:22])(=[O:21])=[O:20])[C:6]2=[O:23].[CH3:24][C:25]1(OC)[CH2:29][CH2:28][CH:27](OC)O1. The catalyst is CC(O)=O. The product is [CH3:24][C:25]1[N:1]([CH2:2][C:3]2[CH:4]=[C:5]3[C:10](=[CH:11][C:12]=2[C:13]([F:15])([F:16])[F:14])[NH:9][C:8](=[O:17])[N:7]([NH:18][S:19]([CH3:22])(=[O:20])=[O:21])[C:6]3=[O:23])[CH:27]=[CH:28][CH:29]=1. The yield is 0.730. (9) The reactants are C([O-])(=[O:3])C.[NH4+].Cl[C:7]1[C:16]([C:17]#[N:18])=[C:15]([Cl:19])[C:14]2[C:9](=[CH:10][CH:11]=[C:12]([CH3:20])[CH:13]=2)[N:8]=1. The yield is 0.690. The product is [Cl:19][C:15]1[C:14]2[C:9](=[CH:10][CH:11]=[C:12]([CH3:20])[CH:13]=2)[NH:8][C:7](=[O:3])[C:16]=1[C:17]#[N:18]. The catalyst is C(O)(=O)C.